Task: Predict which catalyst facilitates the given reaction.. Dataset: Catalyst prediction with 721,799 reactions and 888 catalyst types from USPTO (1) The catalyst class is: 2. Reactant: [F:1][C:2]1[CH:7]=[CH:6][CH:5]=[CH:4][C:3]=1[CH3:8].[C:9](Cl)(=[O:11])[CH3:10].[Al+3].[Cl-].[Cl-].[Cl-]. Product: [F:1][C:2]1[CH:7]=[CH:6][C:5]([C:9](=[O:11])[CH3:10])=[CH:4][C:3]=1[CH3:8]. (2) Reactant: C(OC(=O)[NH:7][CH2:8][C@H:9]1[CH2:14][CH2:13][C@H:12]([CH2:15][C:16]#[N:17])[CH2:11][CH2:10]1)(C)(C)C.FC(F)(F)C(O)=O. Product: [NH2:7][CH2:8][C@H:9]1[CH2:14][CH2:13][C@H:12]([CH2:15][C:16]#[N:17])[CH2:11][CH2:10]1. The catalyst class is: 4. (3) Reactant: [NH2:1][S:2][O:3][O:4][C:5]1[CH:10]=[CH:9][C:8]([N:11]2[C:19]3[C:18]4[CH:20]=[C:21]([N+:24]([O-:26])=[O:25])[CH:22]=[CH:23][C:17]=4[CH2:16][CH2:15][C:14]=3[C:13]([C:27]([O:29]CC)=O)=[N:12]2)=[CH:7][CH:6]=1.[OH-].[NH4+:33]. Product: [NH2:1][S:2][O:3][O:4][C:5]1[CH:6]=[CH:7][C:8]([N:11]2[C:19]3[C:18]4[CH:20]=[C:21]([N+:24]([O-:26])=[O:25])[CH:22]=[CH:23][C:17]=4[CH2:16][CH2:15][C:14]=3[C:13]([C:27]([NH2:33])=[O:29])=[N:12]2)=[CH:9][CH:10]=1. The catalyst class is: 5. (4) Reactant: [OH:1][C:2]1[C:3]([C:14]2[CH:19]=[CH:18][CH:17]=[CH:16][CH:15]=2)=[C:4]([CH2:9][C:10]([O:12][CH3:13])=[O:11])[CH:5]=[C:6]([OH:8])[CH:7]=1.C(=O)([O-])[O-].[K+].[K+].[CH2:26](Br)[C:27]1[CH:32]=[CH:31][CH:30]=[CH:29][CH:28]=1.O. Product: [CH2:26]([O:1][C:2]1[C:3]([C:14]2[CH:19]=[CH:18][CH:17]=[CH:16][CH:15]=2)=[C:4]([CH2:9][C:10]([O:12][CH3:13])=[O:11])[CH:5]=[C:6]([O:8][CH2:14][C:3]2[CH:4]=[CH:5][CH:6]=[CH:7][CH:2]=2)[CH:7]=1)[C:27]1[CH:32]=[CH:31][CH:30]=[CH:29][CH:28]=1. The catalyst class is: 21. (5) Reactant: [Cl:1][C:2]1[CH:3]=[CH:4][C:5]([O:38][CH:39]([F:41])[F:40])=[C:6]([C:8]2[C:12]([NH:13][C:14]([C:16]3[CH:17]=[N:18][N:19]4[CH:24]=[CH:23][CH:22]=[N:21][C:20]=34)=[O:15])=[CH:11][N:10]([CH2:25][C:26]([N:28]3[CH2:37][CH2:36][C:31]4(OCC[O:32]4)[CH2:30][CH2:29]3)=[O:27])[N:9]=2)[CH:7]=1.C1(C)C=CC(S(O)(=O)=O)=CC=1. Product: [Cl:1][C:2]1[CH:3]=[CH:4][C:5]([O:38][CH:39]([F:40])[F:41])=[C:6]([C:8]2[C:12]([NH:13][C:14]([C:16]3[CH:17]=[N:18][N:19]4[CH:24]=[CH:23][CH:22]=[N:21][C:20]=34)=[O:15])=[CH:11][N:10]([CH2:25][C:26](=[O:27])[N:28]3[CH2:29][CH2:30][C:31](=[O:32])[CH2:36][CH2:37]3)[N:9]=2)[CH:7]=1. The catalyst class is: 21. (6) Product: [CH2:30]([O:29][C:27]([C:25]1[NH:21][C:18]2[C:17]([CH:24]=1)=[CH:16][C:15]([O:14][CH:11]1[CH2:10][CH2:9][N:8]([C:6]([O:5][C:1]([CH3:3])([CH3:4])[CH3:2])=[O:7])[CH2:13][CH2:12]1)=[CH:20][CH:19]=2)=[O:28])[CH3:31]. Reactant: [C:1]([O:5][C:6]([N:8]1[CH2:13][CH2:12][CH:11]([O:14][C:15]2[CH:20]=[CH:19][C:18]([N+:21]([O-])=O)=[C:17]([CH2:24][C:25]([C:27]([O:29][CH2:30][CH3:31])=[O:28])=O)[CH:16]=2)[CH2:10][CH2:9]1)=[O:7])([CH3:4])([CH3:3])[CH3:2]. The catalyst class is: 63. (7) Reactant: [CH3:1][O:2][C:3](=[O:14])[C:4]1[CH:9]=[C:8]([O:10][CH3:11])[C:7]([NH2:12])=[C:6](Br)[CH:5]=1.[Cl:15][C:16]1[CH:17]=[C:18](B(O)O)[CH:19]=[CH:20][CH:21]=1.C(=O)([O-])[O-].[Na+].[Na+]. Product: [CH3:1][O:2][C:3]([C:4]1[CH:5]=[C:6]([C:20]2[CH:19]=[CH:18][CH:17]=[C:16]([Cl:15])[CH:21]=2)[C:7]([NH2:12])=[C:8]([O:10][CH3:11])[CH:9]=1)=[O:14]. The catalyst class is: 73.